This data is from M1 muscarinic receptor agonist screen with 61,833 compounds. The task is: Binary Classification. Given a drug SMILES string, predict its activity (active/inactive) in a high-throughput screening assay against a specified biological target. (1) The compound is O=c1n(c(=O)nc2n(nc(nc12)c1ccccc1)CC)C. The result is 1 (active). (2) The compound is s1c(C2n3[nH]c(cc3=c3c(=N2)c(ccc3)C)C)c(cc1)C. The result is 0 (inactive). (3) The molecule is S(CC(=O)N1CC(CC(C1)C)C)CC(=O)Nc1scc(n1)c1sccc1. The result is 0 (inactive). (4) The molecule is s1c(c2nc3c(nc2c2sccc2)ccc(NC(=O)N2CCOCC2)c3)ccc1. The result is 0 (inactive). (5) The compound is s1c(nc(c1C(=O)c1ccccc1)c1occc1)c1c(n(CCC)c(=O)n(c1=O)C)N. The result is 0 (inactive). (6) The molecule is S(Cc1ccc(cc1)C)c1sc(NC(OC)=O)nn1. The result is 0 (inactive). (7) The result is 1 (active). The molecule is Fc1ccc(CNC(=O)c2c(n(CC3OCCC3)c3nc4n(c(=O)c3c2)cccc4)=N)cc1. (8) The molecule is OC(=O)C1Nc2c(C3C1CC=C3)cccc2OC. The result is 0 (inactive). (9) The drug is OC1(c2c(N(C1=O)C\C=C\c1ccccc1)cccc2)CC(=O)c1ncccc1. The result is 0 (inactive). (10) The compound is S(=O)(=O)(Nc1nc2c(nc1Sc1n(C)cnn1)cccc2)c1ccc(NC(=O)C)cc1. The result is 1 (active).